This data is from Catalyst prediction with 721,799 reactions and 888 catalyst types from USPTO. The task is: Predict which catalyst facilitates the given reaction. (1) Reactant: Cl[CH2:2][Si:3]1([CH3:9])[CH2:8][CH2:7][CH2:6][CH2:5][CH2:4]1.[K].[C:11]1(=[O:21])[NH:15][C:14](=[O:16])[C:13]2=[CH:17][CH:18]=[CH:19][CH:20]=[C:12]12. Product: [CH3:9][Si:3]1([CH2:2][N:15]2[C:11](=[O:21])[C:12]3[C:13](=[CH:17][CH:18]=[CH:19][CH:20]=3)[C:14]2=[O:16])[CH2:8][CH2:7][CH2:6][CH2:5][CH2:4]1. The catalyst class is: 9. (2) Reactant: [CH:1]([C:3]1[CH:4]=[CH:5][C:6]([O:18][CH3:19])=[C:7]([CH:17]=1)[CH2:8][NH:9][C:10](=[O:16])[O:11][C:12]([CH3:15])([CH3:14])[CH3:13])=[O:2].[BH4-].[Na+].O. Product: [C:12]([O:11][C:10](=[O:16])[NH:9][CH2:8][C:7]1[CH:17]=[C:3]([CH2:1][OH:2])[CH:4]=[CH:5][C:6]=1[O:18][CH3:19])([CH3:15])([CH3:14])[CH3:13]. The catalyst class is: 242.